Dataset: Full USPTO retrosynthesis dataset with 1.9M reactions from patents (1976-2016). Task: Predict the reactants needed to synthesize the given product. (1) Given the product [NH:13]1[C:14]2[CH:19]=[CH:18][CH:17]=[CH:16][C:15]=2[N:11]=[C:12]1[C@H:8]([NH:9][C:10]([NH:23][C@@H:24]1[C:33]2[C:28](=[CH:29][CH:30]=[CH:31][CH:32]=2)[C@@H:27]([OH:34])[CH2:26][CH2:25]1)=[O:20])[CH2:7][C:6]1[CH:21]=[CH:22][C:3]([O:2][CH3:1])=[CH:4][CH:5]=1, predict the reactants needed to synthesize it. The reactants are: [CH3:1][O:2][C:3]1[CH:22]=[CH:21][C:6]([CH2:7][C@@H:8]2[C:12]3=[N:13][C:14]4[CH:19]=[CH:18][CH:17]=[CH:16][C:15]=4[N:11]3[C:10](=[O:20])[NH:9]2)=[CH:5][CH:4]=1.[NH2:23][C@H:24]1[C:33]2[C:28](=[CH:29][CH:30]=[CH:31][CH:32]=2)[C@H:27]([OH:34])[CH2:26][CH2:25]1.C(O)(C(F)(F)F)=O. (2) Given the product [F:42][C:43]1[C:51]([CH2:52][C:54]2[N:58]3[N:59]=[C:60]([C:63](=[O:65])[CH3:64])[CH:61]=[CH:62][C:57]3=[N:56][CH:55]=2)=[C:50]([F:68])[CH:49]=[C:48]2[C:44]=1[CH:45]=[N:46][N:47]2[CH3:69], predict the reactants needed to synthesize it. The reactants are: ClC1C=CC2N(C(CC3C(F)=C4C(=CC=3F)N(C)N=C4)=CN=2)N=1.C([Sn](CCCC)(CCCC)C(OCC)=C)CCC.[F:42][C:43]1[C:51]([CH:52]([C:54]2[N:58]3[N:59]=[C:60]([C:63]([O:65]CC)=[CH2:64])[CH:61]=[CH:62][C:57]3=[N:56][CH:55]=2)C)=[C:50]([F:68])[CH:49]=[C:48]2[C:44]=1[CH:45]=[N:46][N:47]2[CH3:69]. (3) Given the product [C:39]([C:43]1[O:47][N:46]=[C:45]([C:32]([NH:31][CH2:30][C:3]2[CH:4]=[CH:5][C:6]([C:8]3[CH:13]=[CH:12][N:11]=[C:10]4[NH:14][C:15]([C:17]5[CH:22]=[CH:21][C:20]([CH:23]6[CH2:28][CH2:27][N:26]([CH3:29])[CH2:25][CH2:24]6)=[CH:19][N:18]=5)=[N:16][C:9]=34)=[CH:7][C:2]=2[F:1])=[O:33])[N:44]=1)([CH3:42])([CH3:41])[CH3:40], predict the reactants needed to synthesize it. The reactants are: [F:1][C:2]1[CH:7]=[C:6]([C:8]2[CH:13]=[CH:12][N:11]=[C:10]3[NH:14][C:15]([C:17]4[CH:22]=[CH:21][C:20]([C:23]5[CH2:24][CH2:25][N:26]([CH3:29])[CH2:27][CH:28]=5)=[CH:19][N:18]=4)=[N:16][C:9]=23)[CH:5]=[CH:4][C:3]=1[CH2:30][NH:31][C:32](=O)[O:33]C(C)(C)C.[C:39]([C:43]1[O:47][N:46]=[C:45](C(OCC)=O)[N:44]=1)([CH3:42])([CH3:41])[CH3:40]. (4) Given the product [CH3:22][C:21]1[CH:20]=[CH:26][C:19]2[C:2](=[CH:3][C:4]3[CH2:5][C@:6]4([C:14]5[C:9](=[N:10][CH:11]=[CH:12][CH:13]=5)[NH:8][C:7]4=[O:15])[CH2:16][C:17]=3[CH:18]=2)[N:1]=1, predict the reactants needed to synthesize it. The reactants are: [NH2:1][C:2]1[CH:3]=[C:4]2[C:17](=[CH:18][CH:19]=1)[CH2:16][C@@:6]1([C:14]3[C:9](=[N:10][CH:11]=[CH:12][CH:13]=3)[NH:8][C:7]1=[O:15])[CH2:5]2.[C:20]1(Cl)[C:26](=O)C(Cl)=C(Cl)[C:22](=O)[C:21]=1Cl.Cl.C(=O)/C=C/C.[OH-].[Na+]. (5) Given the product [F:17][C:15]1[C:14]([C:18]#[C:19][C:20]([OH:23])([CH3:21])[CH3:22])=[CH:13][C:12]2[C:6]3[N:7]([C:24]([C:25]([NH:28][CH2:29][CH2:30][N:31]4[CH2:36][CH2:35][O:34][CH2:33][CH2:32]4)=[O:27])=[C:4]([C:1]([NH2:2])=[O:3])[N:5]=3)[CH2:8][CH2:9][O:10][C:11]=2[CH:16]=1, predict the reactants needed to synthesize it. The reactants are: [C:1]([C:4]1[N:5]=[C:6]2[C:12]3[CH:13]=[C:14]([C:18]#[C:19][C:20]([OH:23])([CH3:22])[CH3:21])[C:15]([F:17])=[CH:16][C:11]=3[O:10][CH2:9][CH2:8][N:7]2[C:24]=1[C:25]([OH:27])=O)(=[O:3])[NH2:2].[NH2:28][CH2:29][CH2:30][N:31]1[CH2:36][CH2:35][O:34][CH2:33][CH2:32]1.